This data is from Catalyst prediction with 721,799 reactions and 888 catalyst types from USPTO. The task is: Predict which catalyst facilitates the given reaction. (1) Product: [N:7]1[C:8]([C:14]2[N:18]([CH:19]([CH3:20])[CH3:21])[N:17]=[C:16]([CH:22]=[O:23])[N:15]=2)=[CH:9][N:10]2[C:6]=1[C:5]1[CH:24]=[CH:25][CH:2]=[CH:3][C:4]=1[O:13][CH2:12][CH2:11]2. The catalyst class is: 2. Reactant: Br[C:2]1[CH:25]=[CH:24][C:5]2[C:6]3[N:10]([CH2:11][CH2:12][O:13][C:4]=2[CH:3]=1)[CH:9]=[C:8]([C:14]1[N:18]([CH:19]([CH3:21])[CH3:20])[N:17]=[C:16]([CH2:22][OH:23])[N:15]=1)[N:7]=3.CC(OI1(OC(C)=O)(OC(C)=O)OC(=O)C2C=CC=CC1=2)=O. (2) Reactant: [OH:1][C:2]1[N:6]([C:7]2[CH:12]=[CH:11][CH:10]=[CH:9][CH:8]=2)[N:5]=[C:4]([C:13]([F:16])([F:15])[F:14])[CH:3]=1.[CH2:17]=[O:18].C(#N)C.Cl[CH:23]([F:25])[F:24]. Product: [F:24][CH:23]([F:25])[O:1][C:2]1[N:6]([C:7]2[CH:12]=[CH:11][CH:10]=[CH:9][CH:8]=2)[N:5]=[C:4]([C:13]([F:16])([F:15])[F:14])[C:3]=1[CH2:17][OH:18]. The catalyst class is: 500. (3) Reactant: [S:1]1[C:5]2[CH:6]=[C:7]([N:10]3[CH2:15][CH2:14][N:13]([C:16]([O:18][C:19]([CH3:22])([CH3:21])[CH3:20])=[O:17])[C@H:12]([CH3:23])[CH2:11]3)[CH:8]=[CH:9][C:4]=2[CH:3]=[CH:2]1.C([Li])(C)(C)C.[Cl:29]N1C(=O)CCC1=O. Product: [Cl:29][C:2]1[S:1][C:5]2[CH:6]=[C:7]([N:10]3[CH2:15][CH2:14][N:13]([C:16]([O:18][C:19]([CH3:22])([CH3:21])[CH3:20])=[O:17])[C@H:12]([CH3:23])[CH2:11]3)[CH:8]=[CH:9][C:4]=2[CH:3]=1. The catalyst class is: 20. (4) Reactant: CN(C=O)C.Br[C:7]1[CH:8]=[C:9]([C:12]([O:14][CH3:15])=[O:13])[NH:10][CH:11]=1.C([O-])([O-])=O.[Na+].[Na+].[Cl:22][C:23]1[CH:28]=[CH:27][C:26](B(O)O)=[CH:25][CH:24]=1. Product: [Cl:22][C:23]1[CH:28]=[CH:27][C:26]([C:7]2[CH:8]=[C:9]([C:12]([O:14][CH3:15])=[O:13])[NH:10][CH:11]=2)=[CH:25][CH:24]=1. The catalyst class is: 238. (5) Reactant: Cl.[Cl:2][CH2:3][C:4]1[C:9]([CH3:10])=[C:8]([O:11][CH2:12][C:13]([F:16])([F:15])[F:14])[CH:7]=[CH:6][N:5]=1.CN(C)C(=O)C.[SH:23][C:24]1[NH:25][C:26]2[CH:32]=[CH:31][CH:30]=[CH:29][C:27]=2[N:28]=1. Product: [ClH:2].[CH3:10][C:9]1[C:4]([CH2:3][S:23][C:24]2[NH:28][C:27]3[CH:29]=[CH:30][CH:31]=[CH:32][C:26]=3[N:25]=2)=[N:5][CH:6]=[CH:7][C:8]=1[O:11][CH2:12][C:13]([F:16])([F:15])[F:14]. The catalyst class is: 21. (6) Reactant: C[O:2][C:3](=[O:29])[CH2:4][CH:5]([N:7]1[C:15]2[C:10](=[CH:11][CH:12]=[C:13]([O:16][CH3:17])[CH:14]=2)[C:9]([S:18]([C:21]2[CH:26]=[CH:25][C:24]([O:27][CH3:28])=[CH:23][CH:22]=2)(=[O:20])=[O:19])=[CH:8]1)[CH3:6].[OH-].[K+]. Product: [CH3:17][O:16][C:13]1[CH:14]=[C:15]2[C:10]([C:9]([S:18]([C:21]3[CH:22]=[CH:23][C:24]([O:27][CH3:28])=[CH:25][CH:26]=3)(=[O:20])=[O:19])=[CH:8][N:7]2[CH:5]([CH3:6])[CH2:4][C:3]([OH:29])=[O:2])=[CH:11][CH:12]=1. The catalyst class is: 1. (7) Reactant: C([N:3]([CH2:6][CH3:7])CC)C.CS(OCC[O:15][C:16]1[CH:21]=[CH:20][C:19]([CH2:22][CH:23]([CH2:29][CH2:30][O:31][C:32]2[CH:37]=[CH:36][CH:35]=[CH:34][CH:33]=2)[C:24]([O:26][CH2:27][CH3:28])=[O:25])=[CH:18][CH:17]=1)(=O)=O.CS(Cl)(=O)=O.OCCOC1C=CC(CC(CCOC2C=CC=CC=2)C(OCC)=O)=CC=1. Product: [NH2:3][CH2:6][CH2:7][O:15][C:16]1[CH:17]=[CH:18][C:19]([CH2:22][CH:23]([CH2:29][CH2:30][O:31][C:32]2[CH:33]=[CH:34][CH:35]=[CH:36][CH:37]=2)[C:24]([O:26][CH2:27][CH3:28])=[O:25])=[CH:20][CH:21]=1. The catalyst class is: 4. (8) Reactant: [F:1][C:2]1[CH:14]=[C:13]([CH2:15][OH:16])[C:5]2[N:6]=[C:7]([C:9]([F:12])([F:11])[F:10])[S:8][C:4]=2[CH:3]=1.O[C:18]1[CH:23]=[CH:22][C:21]([CH2:24][CH2:25][C:26]([O:28][C:29]([CH3:32])([CH3:31])[CH3:30])=[O:27])=[C:20]([CH3:33])[C:19]=1[CH3:34].C1CCN(C(N=NC(N2CCCCC2)=O)=O)CC1.P(CCCC)(CCCC)CCCC. Product: [F:1][C:2]1[CH:14]=[C:13]([CH2:15][O:16][C:18]2[CH:23]=[CH:22][C:21]([CH2:24][CH2:25][C:26]([O:28][C:29]([CH3:30])([CH3:31])[CH3:32])=[O:27])=[C:20]([CH3:33])[C:19]=2[CH3:34])[C:5]2[N:6]=[C:7]([C:9]([F:12])([F:10])[F:11])[S:8][C:4]=2[CH:3]=1. The catalyst class is: 11. (9) Reactant: [Br:1][C:2]1[CH:7]=[CH:6][C:5]2[C:8]3[C:9]([NH:17]CC4C=CC(OC)=CC=4)=[N:10][CH:11]=[C:12]([C:15]#[N:16])[C:13]=3[S:14][C:4]=2[CH:3]=1.O.[O-:28]P([O-])([O-])=O.[K+].[K+].[K+]. Product: [NH2:17][C:9]1[C:8]2[C:5]3[CH:6]=[CH:7][C:2]([Br:1])=[CH:3][C:4]=3[S:14][C:13]=2[C:12]([C:15]([NH2:16])=[O:28])=[CH:11][N:10]=1. The catalyst class is: 82.